Dataset: Peptide-MHC class I binding affinity with 185,985 pairs from IEDB/IMGT. Task: Regression. Given a peptide amino acid sequence and an MHC pseudo amino acid sequence, predict their binding affinity value. This is MHC class I binding data. (1) The peptide sequence is NTYLFNILY. The MHC is HLA-A02:02 with pseudo-sequence HLA-A02:02. The binding affinity (normalized) is 0.320. (2) The binding affinity (normalized) is 0.0847. The peptide sequence is HQIWLALRY. The MHC is HLA-A68:02 with pseudo-sequence HLA-A68:02.